Dataset: Full USPTO retrosynthesis dataset with 1.9M reactions from patents (1976-2016). Task: Predict the reactants needed to synthesize the given product. (1) Given the product [F:1][C:2]1[CH:7]=[CH:6][C:5]([OH:8])=[C:4]([S:10]([OH:13])(=[O:12])=[O:11])[CH:3]=1, predict the reactants needed to synthesize it. The reactants are: [F:1][C:2]1[CH:7]=[CH:6][C:5]([OH:8])=[CH:4][CH:3]=1.Cl[S:10]([OH:13])(=[O:12])=[O:11].Cl. (2) The reactants are: [F:1][C:2]([F:11])([F:10])[C:3]1[CH:8]=[CH:7][CH:6]=[CH:5][C:4]=1[OH:9].[C:12](O)([CH3:15])([CH3:14])[CH3:13].O. Given the product [C:12]([C:7]1[CH:6]=[CH:5][C:4]([OH:9])=[C:3]([C:2]([F:10])([F:11])[F:1])[CH:8]=1)([CH3:15])([CH3:14])[CH3:13], predict the reactants needed to synthesize it. (3) Given the product [Br:1][C:2]1[CH:11]=[CH:10][C:9]([C:12]([F:13])([F:14])[F:15])=[CH:8][C:3]=1[CH2:4][N:5]([CH2:6][CH3:7])[C:18]([NH:17][CH3:16])=[O:19], predict the reactants needed to synthesize it. The reactants are: [Br:1][C:2]1[CH:11]=[CH:10][C:9]([C:12]([F:15])([F:14])[F:13])=[CH:8][C:3]=1[CH2:4][NH:5][CH2:6][CH3:7].[CH3:16][N:17]=[C:18]=[O:19]. (4) Given the product [C:1]([N:4]1[C:11]2[CH:12]=[CH:13][CH:14]=[CH:15][C:10]=2[CH:9]=[CH:8][C:7]2[CH:16]=[CH:17][C:18]([C:20]3[CH:28]=[CH:27][CH:26]=[CH:25][C:21]=3[C:22]([NH:39][CH3:43])=[O:23])=[N:19][C:6]=2[CH2:5]1)(=[O:3])[CH3:2], predict the reactants needed to synthesize it. The reactants are: [C:1]([N:4]1[C:11]2[CH:12]=[CH:13][CH:14]=[CH:15][C:10]=2[CH:9]=[CH:8][C:7]2[CH:16]=[CH:17][C:18]([C:20]3[CH:28]=[CH:27][CH:26]=[CH:25][C:21]=3[C:22](O)=[O:23])=[N:19][C:6]=2[CH2:5]1)(=[O:3])[CH3:2].CN.Cl.F[P-](F)(F)(F)(F)F.[N:39]1(O[P+](N(C)C)(N(C)C)N(C)C)[C:43]2C=CC=CC=2N=N1.CCN(CC)CC.